Dataset: Peptide-MHC class II binding affinity with 134,281 pairs from IEDB. Task: Regression. Given a peptide amino acid sequence and an MHC pseudo amino acid sequence, predict their binding affinity value. This is MHC class II binding data. (1) The peptide sequence is LSEEKVPWDQVVMTS. The MHC is DRB1_0701 with pseudo-sequence DRB1_0701. The binding affinity (normalized) is 0.373. (2) The peptide sequence is KDVTFRNITGTSSTP. The MHC is DRB1_1101 with pseudo-sequence DRB1_1101. The binding affinity (normalized) is 0.560. (3) The peptide sequence is ASLTEALRVIAGALE. The MHC is DRB1_0901 with pseudo-sequence DRB1_0901. The binding affinity (normalized) is 0.488. (4) The peptide sequence is FQTVGSGLDHILSLA. The MHC is DRB1_0405 with pseudo-sequence DRB1_0405. The binding affinity (normalized) is 0.521. (5) The peptide sequence is IKHIYAISSAALSAS. The MHC is H-2-IAb with pseudo-sequence H-2-IAb. The binding affinity (normalized) is 0.755. (6) The peptide sequence is KKLVSGWNSITVMPLLC. The MHC is DRB1_0701 with pseudo-sequence DRB1_0701. The binding affinity (normalized) is 0.797. (7) The peptide sequence is SMVGLFSNNPHDLPL. The MHC is DRB1_0404 with pseudo-sequence DRB1_0404. The binding affinity (normalized) is 0.640. (8) The peptide sequence is EKKYFAATQFYPLAA. The MHC is HLA-DQA10301-DQB10302 with pseudo-sequence HLA-DQA10301-DQB10302. The binding affinity (normalized) is 0.213. (9) The peptide sequence is GPFNFRFMSKGGMRN. The MHC is DRB1_1101 with pseudo-sequence DRB1_1101. The binding affinity (normalized) is 0.798. (10) The peptide sequence is VPGNKKFVVNNLFFN. The MHC is HLA-DPA10103-DPB10401 with pseudo-sequence HLA-DPA10103-DPB10401. The binding affinity (normalized) is 0.472.